From a dataset of Catalyst prediction with 721,799 reactions and 888 catalyst types from USPTO. Predict which catalyst facilitates the given reaction. (1) Reactant: F[C:2]1[N:25]=[C:24](F)[C:23]([I:27])=[CH:22][C:3]=1[C:4]([C:6](=[CH:12][NH:13][CH2:14][C@@H:15]1[CH2:19][CH2:18][CH2:17][N:16]1[CH2:20][CH3:21])[C:7]([O:9][CH2:10][CH3:11])=[O:8])=[O:5].C([O-])([O-])=O.[K+].[K+].[CH3:34][N:35]([CH3:39])[CH2:36][CH2:37][NH2:38]. Product: [CH3:34][N:35]([CH3:39])[CH2:36][CH2:37][NH:38][C:24]1[N:25]=[C:2]2[C:3]([C:4](=[O:5])[C:6]([C:7]([O:9][CH2:10][CH3:11])=[O:8])=[CH:12][N:13]2[CH2:14][C@@H:15]2[CH2:19][CH2:18][CH2:17][N:16]2[CH2:20][CH3:21])=[CH:22][C:23]=1[I:27]. The catalyst class is: 3. (2) Reactant: Cl[C:2]1[C:7]([CH2:8][CH2:9][OH:10])=[C:6]([Cl:11])[N:5]=[C:4]([N:12]2[CH2:17][CH2:16][O:15][CH2:14][CH2:13]2)[N:3]=1.[NH2:18][C@@:19]1([CH3:31])[CH2:23][CH2:22][N:21]([C:24]([O:26][C:27]([CH3:30])([CH3:29])[CH3:28])=[O:25])[CH2:20]1.CCN(C(C)C)C(C)C. Product: [Cl:11][C:6]1[N:5]=[C:4]([N:12]2[CH2:17][CH2:16][O:15][CH2:14][CH2:13]2)[N:3]=[C:2]([NH:18][C@@:19]2([CH3:31])[CH2:23][CH2:22][N:21]([C:24]([O:26][C:27]([CH3:30])([CH3:29])[CH3:28])=[O:25])[CH2:20]2)[C:7]=1[CH2:8][CH2:9][OH:10]. The catalyst class is: 296. (3) Reactant: [S:1]1[CH:5]=[CH:4][CH:3]=[C:2]1[CH2:6][CH2:7][OH:8].[H-].[Na+].[CH3:11]I. Product: [CH3:11][O:8][CH2:7][CH2:6][C:2]1[S:1][CH:5]=[CH:4][CH:3]=1. The catalyst class is: 3. (4) Product: [CH3:16][C:17]1([CH3:31])[CH2:22][O:21][B:20]([C:2]2[CH:7]=[CH:6][C:5]([CH:8]3[CH2:12][CH2:11][N:10]([C:13](=[O:15])[CH3:14])[CH2:9]3)=[CH:4][CH:3]=2)[O:19][CH2:18]1. Reactant: Br[C:2]1[CH:7]=[CH:6][C:5]([CH:8]2[CH2:12][CH2:11][N:10]([C:13](=[O:15])[CH3:14])[CH2:9]2)=[CH:4][CH:3]=1.[CH3:16][C:17]1([CH3:31])[CH2:22][O:21][B:20]([B:20]2[O:21][CH2:22][C:17]([CH3:31])([CH3:16])[CH2:18][O:19]2)[O:19][CH2:18]1.CC([O-])=O.[K+]. The catalyst class is: 75. (5) Reactant: [C:1]([O:5][C:6]([N:8]1[CH2:12][CH2:11][CH2:10][C@H:9]1[CH2:13][O:14][C:15]1[CH:20]=[CH:19][C:18](I)=[CH:17][CH:16]=1)=[O:7])([CH3:4])([CH3:3])[CH3:2].[NH:22]1[CH2:27][CH2:26][O:25][CH2:24][CH2:23]1.[C:37](P([C:37]([CH3:40])([CH3:39])[CH3:38])[C:37]([CH3:40])([CH3:39])[CH3:38])([CH3:40])([CH3:39])[CH3:38].[CH3:41][C:42](C)([O-])[CH3:43].[Na+]. Product: [C:1]([O:5][C:6]([N:8]1[CH2:12][CH2:11][CH2:10][C@H:9]1[CH2:13][O:14][C:15]1[CH:20]=[CH:19][C:18]([CH2:40][C:37]2[CH:38]=[CH:43][C:42]([N:22]3[CH2:27][CH2:26][O:25][CH2:24][CH2:23]3)=[CH:41][CH:39]=2)=[CH:17][CH:16]=1)=[O:7])([CH3:4])([CH3:3])[CH3:2]. The catalyst class is: 101. (6) Reactant: [NH2:1][C:2]1[CH:3]=[CH:4][C:5]([O:13][CH:14]([C:21]2[CH:26]=[CH:25][CH:24]=[CH:23][CH:22]=2)[C:15]2[CH:20]=[CH:19][CH:18]=[CH:17][CH:16]=2)=[C:6]([C:8](=O)[CH:9]([CH3:11])[CH3:10])[CH:7]=1.[CH3:27][O:28][C:29]1[CH:30]=[C:31]([N:37]=[C:38]=[O:39])[CH:32]=[CH:33][C:34]=1[O:35][CH3:36]. Product: [CH:14]([O:13][C:5]1[CH:4]=[CH:3][C:2]([NH:1][C:38]([NH:37][C:31]2[CH:32]=[CH:33][C:34]([O:35][CH3:36])=[C:29]([O:28][CH3:27])[CH:30]=2)=[O:39])=[CH:7][C:6]=1[CH2:8][CH:9]([CH3:11])[CH3:10])([C:15]1[CH:20]=[CH:19][CH:18]=[CH:17][CH:16]=1)[C:21]1[CH:22]=[CH:23][CH:24]=[CH:25][CH:26]=1. The catalyst class is: 1. (7) Reactant: [C:1]([O:5][C:6]([N:8]=[C:9]([NH:19][C:20]([O:22][C:23]([CH3:26])([CH3:25])[CH3:24])=[O:21])[NH:10][C:11]1[CH:15]=[N:14][N:13]2[CH2:16][CH2:17][NH:18][C:12]=12)=[O:7])([CH3:4])([CH3:3])[CH3:2].[C:27]1([C:33](Cl)([C:40]2[CH:45]=[CH:44][CH:43]=[CH:42][CH:41]=2)[C:34]2[CH:39]=[CH:38][CH:37]=[CH:36][CH:35]=2)[CH:32]=[CH:31][CH:30]=[CH:29][CH:28]=1.C(Cl)(Cl)Cl. Product: [C:1]([O:5][C:6]([N:8]=[C:9]([NH:19][C:20]([O:22][C:23]([CH3:26])([CH3:25])[CH3:24])=[O:21])[NH:10][C:11]1[CH:15]=[N:14][N:13]2[CH2:16][CH2:17][N:18]([C:33]([C:27]3[CH:32]=[CH:31][CH:30]=[CH:29][CH:28]=3)([C:40]3[CH:41]=[CH:42][CH:43]=[CH:44][CH:45]=3)[C:34]3[CH:35]=[CH:36][CH:37]=[CH:38][CH:39]=3)[C:12]=12)=[O:7])([CH3:4])([CH3:3])[CH3:2]. The catalyst class is: 17. (8) Reactant: [F:1][C:2]1[CH:3]=[C:4]([CH2:9][C:10]([NH:12][CH:13]([O:18][CH3:19])[C:14]([O:16]C)=[O:15])=[O:11])[CH:5]=[C:6]([F:8])[CH:7]=1.[OH-].[Na+]. Product: [F:1][C:2]1[CH:3]=[C:4]([CH2:9][C:10]([NH:12][CH:13]([O:18][CH3:19])[C:14]([OH:16])=[O:15])=[O:11])[CH:5]=[C:6]([F:8])[CH:7]=1. The catalyst class is: 12. (9) Reactant: [NH:1]1[CH:5]=[C:4]([C:6]2[N:11]=[C:10]3[S:12][C:13]([NH2:15])=[N:14][C:9]3=[CH:8][CH:7]=2)[CH:3]=[N:2]1.[CH:16]1([C:19]2[CH:27]=[CH:26][C:22]([C:23](O)=[O:24])=[CH:21][CH:20]=2)[CH2:18][CH2:17]1.C1C=CC2N(O)N=NC=2C=1.C(Cl)CCl.CCN(CC)CC. Product: [NH:1]1[CH:5]=[C:4]([C:6]2[N:11]=[C:10]3[S:12][C:13]([NH:15][C:23](=[O:24])[C:22]4[CH:26]=[CH:27][C:19]([CH:16]5[CH2:18][CH2:17]5)=[CH:20][CH:21]=4)=[N:14][C:9]3=[CH:8][CH:7]=2)[CH:3]=[N:2]1. The catalyst class is: 3.